Dataset: Forward reaction prediction with 1.9M reactions from USPTO patents (1976-2016). Task: Predict the product of the given reaction. Given the reactants [OH:1][C:2]1[C:7]([CH3:8])=[C:6](O)[N:5]2[N:10]=[CH:11][CH:12]=[C:4]2[C:3]=1[C:13]#[N:14].CN(C)C1C=CC=CC=1.P(Cl)(Cl)([Cl:26])=O, predict the reaction product. The product is: [Cl:26][C:6]1[N:5]2[N:10]=[CH:11][CH:12]=[C:4]2[C:3]([C:13]#[N:14])=[C:2]([OH:1])[C:7]=1[CH3:8].